From a dataset of Forward reaction prediction with 1.9M reactions from USPTO patents (1976-2016). Predict the product of the given reaction. (1) Given the reactants [NH2:1][C@@H:2]([CH3:19])[CH2:3][N:4]1[CH:8]=[CH:7][C:6]([C:9]2[CH:16]=[C:15]([F:17])[C:12]([C:13]#[N:14])=[C:11]([Cl:18])[CH:10]=2)=[N:5]1.[N:20]1[CH:25]=[CH:24][CH:23]=[C:22]([C:26]2[S:27][CH:28]=[C:29]([C:31](O)=[O:32])[N:30]=2)[CH:21]=1.CCN(C(C)C)C(C)C.C1C=C2N=NN(O)C2=CC=1.O.CCN=C=NCCCN(C)C, predict the reaction product. The product is: [Cl:18][C:11]1[CH:10]=[C:9]([C:6]2[CH:7]=[CH:8][N:4]([CH2:3][C@@H:2]([NH:1][C:31]([C:29]3[N:30]=[C:26]([C:22]4[CH:21]=[N:20][CH:25]=[CH:24][CH:23]=4)[S:27][CH:28]=3)=[O:32])[CH3:19])[N:5]=2)[CH:16]=[C:15]([F:17])[C:12]=1[C:13]#[N:14]. (2) Given the reactants [C:1]1([C:20]2[CH:25]=[CH:24][CH:23]=[CH:22][CH:21]=2)[CH:6]=[CH:5][C:4]([S:7]([N:10]2[CH:14]=[CH:13][C:12](/[CH:15]=[CH:16]/[C:17]([OH:19])=O)=[CH:11]2)(=[O:9])=[O:8])=[CH:3][CH:2]=1.C1C=CC2N(O)N=NC=2C=1.Cl.[O:37]1[CH2:42][CH2:41][CH2:40][CH2:39][CH:38]1[O:43][NH2:44], predict the reaction product. The product is: [C:1]1([C:20]2[CH:21]=[CH:22][CH:23]=[CH:24][CH:25]=2)[CH:2]=[CH:3][C:4]([S:7]([N:10]2[CH:14]=[CH:13][C:12](/[CH:15]=[CH:16]/[C:17]([NH:44][O:43][CH:38]3[CH2:39][CH2:40][CH2:41][CH2:42][O:37]3)=[O:19])=[CH:11]2)(=[O:8])=[O:9])=[CH:5][CH:6]=1. (3) The product is: [C:1]([NH:5][C:6]([CH:8]1[CH2:9][CH2:10][N:11]([CH2:14][C:15]2[CH:16]=[C:17]([NH:21][C:29]([C:28]3[CH:27]=[C:26]([CH3:32])[N:25]=[N:24][C:23]=3[Cl:22])=[O:30])[CH:18]=[CH:19][CH:20]=2)[CH2:12][CH2:13]1)=[O:7])([CH3:4])([CH3:2])[CH3:3]. Given the reactants [C:1]([NH:5][C:6]([CH:8]1[CH2:13][CH2:12][N:11]([CH2:14][C:15]2[CH:20]=[CH:19][CH:18]=[C:17]([NH2:21])[CH:16]=2)[CH2:10][CH2:9]1)=[O:7])([CH3:4])([CH3:3])[CH3:2].[Cl:22][C:23]1[N:24]=[N:25][C:26]([CH3:32])=[CH:27][C:28]=1[C:29](O)=[O:30].C(Cl)CCl, predict the reaction product.